Dataset: Catalyst prediction with 721,799 reactions and 888 catalyst types from USPTO. Task: Predict which catalyst facilitates the given reaction. (1) Reactant: [Cl:1][C:2]1[CH:7]=[CH:6][C:5]([C:8]2[NH:9][C:10]3[C:15]([C:16]=2[CH2:17]C(O)=O)=[CH:14][CH:13]=[CH:12][CH:11]=3)=[CH:4][C:3]=1[S:21](=[O:30])(=[O:29])[NH:22][CH:23]1[CH2:28][CH2:27][CH2:26][CH2:25][CH2:24]1.C[N:32]([C:34]([O:38]N1N=NC2C=CC=CC1=2)=[N+](C)C)C.F[P-](F)(F)(F)(F)F.CC[N:57]([CH:61](C)C)C(C)C.[OH2:64].NN. Product: [Cl:1][C:2]1[CH:7]=[CH:6][C:5]([C:8]2[NH:9][C:10]3[C:15]([C:16]=2[CH2:17][C:34]2[O:38][C:61](=[O:64])[NH:57][N:32]=2)=[CH:14][CH:13]=[CH:12][CH:11]=3)=[CH:4][C:3]=1[S:21]([NH:22][CH:23]1[CH2:28][CH2:27][CH2:26][CH2:25][CH2:24]1)(=[O:30])=[O:29]. The catalyst class is: 2. (2) Reactant: [CH3:1][O:2][C:3]1[N:8]=[CH:7][C:6]([N:9]2[C:18]3[C:13](=[CH:14][CH:15]=[CH:16][N:17]=3)[CH:12]=[C:11]([C:19]([O:21]CC)=[O:20])[C:10]2=[O:24])=[CH:5][CH:4]=1.C(=O)([O-])[O-].[K+].[K+].O. Product: [CH3:1][O:2][C:3]1[N:8]=[CH:7][C:6]([N:9]2[C:18]3[C:13](=[CH:14][CH:15]=[CH:16][N:17]=3)[CH:12]=[C:11]([C:19]([OH:21])=[O:20])[C:10]2=[O:24])=[CH:5][CH:4]=1. The catalyst class is: 12. (3) Reactant: F[C:2]1[N:7]=[C:6]([C:8]([NH:10][C:11]2[CH:19]=[C:18]([C:20]3[CH:28]=[CH:27][CH:26]=[C:25]4[C:21]=3[CH:22]=[CH:23][NH:24]4)[CH:17]=[C:16]3[C:12]=2[CH:13]=[N:14][NH:15]3)=[O:9])[CH:5]=[CH:4][CH:3]=1.[CH3:29][N:30]1[CH2:35][CH2:34][CH:33]([NH2:36])[CH2:32][CH2:31]1.CCN(C(C)C)C(C)C. Product: [NH:24]1[C:25]2[C:21](=[C:20]([C:18]3[CH:17]=[C:16]4[C:12]([CH:13]=[N:14][NH:15]4)=[C:11]([NH:10][C:8]([C:6]4[CH:5]=[CH:4][CH:3]=[C:2]([NH:36][CH:33]5[CH2:34][CH2:35][N:30]([CH3:29])[CH2:31][CH2:32]5)[N:7]=4)=[O:9])[CH:19]=3)[CH:28]=[CH:27][CH:26]=2)[CH:22]=[CH:23]1. The catalyst class is: 376. (4) Reactant: [Br:1][C:2]1[CH:6]=[CH:5][NH:4][N:3]=1.Cl[C:8]1[C:13]([Cl:14])=[CH:12][CH:11]=[CH:10][N:9]=1.C(=O)([O-])[O-].[Cs+].[Cs+].CN(C)C=O. Product: [Br:1][C:2]1[CH:6]=[CH:5][N:4]([C:8]2[C:13]([Cl:14])=[CH:12][CH:11]=[CH:10][N:9]=2)[N:3]=1. The catalyst class is: 6. (5) Reactant: [F:1][C:2]1[CH:3]=[C:4]([N:9]2[CH2:13][C@H:12]([CH2:14][NH:15][C:16](=[O:18])[CH3:17])[O:11][C:10]2=[O:19])[CH:5]=[CH:6][C:7]=1I.[B:20]1([B:20]2[O:24][C:23]([CH3:26])([CH3:25])[C:22]([CH3:28])([CH3:27])[O:21]2)[O:24][C:23]([CH3:26])([CH3:25])[C:22]([CH3:28])([CH3:27])[O:21]1.C([O-])(=O)C.[K+].C(OCC)(=O)C. Product: [F:1][C:2]1[CH:3]=[C:4]([N:9]2[CH2:13][C@H:12]([CH2:14][NH:15][C:16](=[O:18])[CH3:17])[O:11][C:10]2=[O:19])[CH:5]=[CH:6][C:7]=1[B:20]1[O:24][C:23]([CH3:26])([CH3:25])[C:22]([CH3:28])([CH3:27])[O:21]1. The catalyst class is: 16.